This data is from Forward reaction prediction with 1.9M reactions from USPTO patents (1976-2016). The task is: Predict the product of the given reaction. Given the reactants [C:1]1([CH2:7][C:8]([N:10]2[CH2:15][CH2:14][CH:13]([CH2:16][N:17]3[C:25]4[C:20](=[CH:21][C:22]([C:26]5[CH:27]=[N:28][N:29](C6CCCCO6)[CH:30]=5)=[CH:23][CH:24]=4)[CH:19]=[CH:18]3)[CH2:12][CH2:11]2)=[O:9])[CH:6]=[CH:5][CH:4]=[CH:3][CH:2]=1.C1(C)C=CC(S(O)(=O)=O)=CC=1.CO.ClCCl, predict the reaction product. The product is: [NH:28]1[CH:27]=[C:26]([C:22]2[CH:21]=[C:20]3[C:25](=[CH:24][CH:23]=2)[N:17]([CH2:16][CH:13]2[CH2:12][CH2:11][N:10]([C:8](=[O:9])[CH2:7][C:1]4[CH:2]=[CH:3][CH:4]=[CH:5][CH:6]=4)[CH2:15][CH2:14]2)[CH:18]=[CH:19]3)[CH:30]=[N:29]1.